From a dataset of Reaction yield outcomes from USPTO patents with 853,638 reactions. Predict the reaction yield, written as a fraction of the theoretical maximum amount of product (1.0 means a 100% yield; for example, 0.34 means a 34% yield). (1) The reactants are [Br:1][C:2]1[CH:3]=[C:4]([Cl:21])[C:5]2[O:9][CH:8]([CH2:10][NH:11][C:12](=[O:18])[O:13][C:14]([CH3:17])([CH3:16])[CH3:15])[CH:7]([OH:19])[C:6]=2[CH:20]=1.CC(OI1(OC(C)=O)(OC(C)=O)OC(=O)C2C=CC=CC1=2)=O. The catalyst is ClCCl. The product is [Br:1][C:2]1[CH:3]=[C:4]([Cl:21])[C:5]2[O:9][CH:8]([CH2:10][NH:11][C:12](=[O:18])[O:13][C:14]([CH3:17])([CH3:15])[CH3:16])[C:7](=[O:19])[C:6]=2[CH:20]=1. The yield is 0.860. (2) The reactants are C[O:2][C:3]([C:5]1[C:9]([Cl:10])=[C:8]([O:11][CH3:12])[N:7]([C:13]2[CH:18]=[CH:17][CH:16]=[CH:15][C:14]=2[F:19])[N:6]=1)=[O:4].[OH-].[Li+]. The catalyst is O1CCOCC1. The product is [Cl:10][C:9]1[C:5]([C:3]([OH:4])=[O:2])=[N:6][N:7]([C:13]2[CH:18]=[CH:17][CH:16]=[CH:15][C:14]=2[F:19])[C:8]=1[O:11][CH3:12]. The yield is 1.00. (3) The reactants are C=[C:2]1[CH2:5][CH:4]([C:6](O)=O)[CH2:3]1.[N-:9]=[N+]=[N-].[Na+].[CH3:13][C:14]([O:17][C:18]([O:20]C(OC(C)(C)C)=O)=O)([CH3:16])[CH3:15]. The catalyst is C1COCC1.[Br-].C([N+](CCCC)(CCCC)CCCC)CCC.C(S([O-])(=O)=O)(F)(F)F.C(S([O-])(=O)=O)(F)(F)F.[Zn+2]. The product is [C:18]([NH:9][CH:2]1[CH2:3][C:4](=[CH2:6])[CH2:5]1)([O:17][C:14]([CH3:16])([CH3:15])[CH3:13])=[O:20]. The yield is 0.349. (4) The reactants are [C:1]([C:3]1[C:4]([NH2:10])=[N:5][C:6]([NH2:9])=[CH:7][CH:8]=1)#[CH:2].[C:11](Cl)(=[N:13][OH:14])[CH3:12].[O:16]([C:23]1[CH:28]=[CH:27][CH:26]=[CH:25][CH:24]=1)[C:17]1[CH:22]=[CH:21][CH:20]=[CH:19][CH:18]=1.C(N(CC)CC)C. The catalyst is O1CCCC1. The product is [O:16]([C:23]1[CH:24]=[CH:25][C:26]([CH2:12][C:11]2[CH:2]=[C:1]([C:3]3[C:4]([NH2:10])=[N:5][C:6]([NH2:9])=[CH:7][CH:8]=3)[O:14][N:13]=2)=[CH:27][CH:28]=1)[C:17]1[CH:22]=[CH:21][CH:20]=[CH:19][CH:18]=1. The yield is 0.680. (5) The reactants are C(OC([N:8]1[CH2:11][CH:10]([C:12]([O:14][C@H:15]([C:26]2[CH:31]=[CH:30][C:29]([O:32][CH3:33])=[C:28]([O:34][CH3:35])[CH:27]=2)[CH2:16][C:17]2[C:22]([Cl:23])=[CH:21][N+:20]([O-:24])=[CH:19][C:18]=2[Cl:25])=[O:13])[CH2:9]1)=O)(C)(C)C.Cl.C(OCC)C.C(#N)C. The catalyst is C(OCC)(=O)C. The product is [ClH:23].[Cl:25][C:18]1[CH:19]=[N+:20]([O-:24])[CH:21]=[C:22]([Cl:23])[C:17]=1[CH2:16][C@H:15]([O:14][C:12]([CH:10]1[CH2:11][NH:8][CH2:9]1)=[O:13])[C:26]1[CH:31]=[CH:30][C:29]([O:32][CH3:33])=[C:28]([O:34][CH3:35])[CH:27]=1. The yield is 0.950. (6) The reactants are C(OC([N:8]1[CH2:13][CH2:12][N:11]([CH2:14][CH2:15][S:16]([CH3:19])(=[O:18])=[O:17])[C:10]([CH3:21])([CH3:20])[CH2:9]1)=O)(C)(C)C.C(O)(C(F)(F)F)=O. The product is [CH3:19][S:16]([CH2:15][CH2:14][N:11]1[CH2:12][CH2:13][NH:8][CH2:9][C:10]1([CH3:21])[CH3:20])(=[O:17])=[O:18]. The catalyst is C(Cl)Cl. The yield is 0.910. (7) The reactants are N1C=CC=CC=1.[C:7]([O:11][CH:12]([C:17]1[C:18]([CH:36]([CH3:38])[CH3:37])=[N:19][C:20]2[C:21]([CH3:35])([CH3:34])[CH2:22][NH:23][CH2:24][C:25]=2[C:26]=1[C:27]1[CH:32]=[CH:31][C:30]([F:33])=[CH:29][CH:28]=1)[C:13]([O:15][CH3:16])=[O:14])([CH3:10])([CH3:9])[CH3:8].[C:39]1([C:48]2[CH:53]=[CH:52][CH:51]=[CH:50][CH:49]=2)[CH:44]=[CH:43][CH:42]=[C:41](B(O)O)[CH:40]=1. The catalyst is C(Cl)Cl.CC([O-])=O.CC([O-])=O.[Cu+2]. The product is [C:39]1([C:48]2[CH:49]=[CH:50][CH:51]=[CH:52][CH:53]=2)[CH:44]=[CH:43][CH:42]=[C:41]([N:23]2[CH2:22][C:21]([CH3:35])([CH3:34])[C:20]3[N:19]=[C:18]([CH:36]([CH3:38])[CH3:37])[C:17]([CH:12]([O:11][C:7]([CH3:10])([CH3:9])[CH3:8])[C:13]([O:15][CH3:16])=[O:14])=[C:26]([C:27]4[CH:32]=[CH:31][C:30]([F:33])=[CH:29][CH:28]=4)[C:25]=3[CH2:24]2)[CH:40]=1. The yield is 0.370.